This data is from Reaction yield outcomes from USPTO patents with 853,638 reactions. The task is: Predict the reaction yield, written as a fraction of the theoretical maximum amount of product (1.0 means a 100% yield; for example, 0.34 means a 34% yield). (1) The reactants are [CH3:1][O:2][C:3]1[CH:9]=[CH:8][C:6]([NH2:7])=[CH:5][CH:4]=1.C(N(CC)CC)C.[Cl-].ClC1N(C)CC[NH+]1C.[CH3:26][O:27][C:28]1[C:29](=[O:50])[C:30]([CH3:49])=[C:31]([CH2:37][C:38]2[CH:39]=[CH:40][C:41]([O:47][CH3:48])=[C:42]([CH:46]=2)[C:43](O)=[O:44])[C:32](=[O:36])[C:33]=1[O:34][CH3:35]. The catalyst is C(Cl)Cl. The product is [CH3:26][O:27][C:28]1[C:29](=[O:50])[C:30]([CH3:49])=[C:31]([CH2:37][C:38]2[CH:39]=[CH:40][C:41]([O:47][CH3:48])=[C:42]([CH:46]=2)[C:43]([NH:7][C:6]2[CH:8]=[CH:9][C:3]([O:2][CH3:1])=[CH:4][CH:5]=2)=[O:44])[C:32](=[O:36])[C:33]=1[O:34][CH3:35]. The yield is 0.560. (2) The reactants are [CH3:1][O:2][C:3]([C:5]1([C:8]2[CH:13]=[CH:12][C:11]([OH:14])=[CH:10][CH:9]=2)[CH2:7][CH2:6]1)=[O:4].[C:15]([O:19][C:20](=[O:23])[CH:21]=[CH2:22])([CH3:18])([CH3:17])[CH3:16]. No catalyst specified. The product is [CH3:1][O:2][C:3]([C:5]1([C:8]2[CH:9]=[CH:10][C:11]([O:14][CH2:22][CH2:21][C:20]([O:19][C:15]([CH3:18])([CH3:17])[CH3:16])=[O:23])=[CH:12][CH:13]=2)[CH2:6][CH2:7]1)=[O:4]. The yield is 0.540. (3) The reactants are [CH2:1]1[C:3]2([CH2:7][CH:6](CS([O-])(=O)=O)[CH2:5][O:4]2)[CH2:2]1.[OH:13][C:14]1[CH:23]=[C:22]2[C:17]([C:18]([O:24][C:25]3[CH:30]=[CH:29][C:28]([NH:31][C:32]([C:34]4[C:35](=[O:47])[N:36]([C:41]5[CH:46]=[CH:45][CH:44]=[CH:43][CH:42]=5)[N:37]([CH3:40])[C:38]=4[CH3:39])=[O:33])=[CH:27][C:26]=3[F:48])=[CH:19][CH:20]=[N:21]2)=[CH:16][C:15]=1[O:49][CH3:50].C(=O)([O-])[O-].[Cs+].[Cs+]. The catalyst is CN(C)C(=O)C. The product is [CH2:2]1[C:3]2([CH2:7][CH:6]([O:13][C:14]3[CH:23]=[C:22]4[C:17]([C:18]([O:24][C:25]5[CH:30]=[CH:29][C:28]([NH:31][C:32]([C:34]6[C:35](=[O:47])[N:36]([C:41]7[CH:42]=[CH:43][CH:44]=[CH:45][CH:46]=7)[N:37]([CH3:40])[C:38]=6[CH3:39])=[O:33])=[CH:27][C:26]=5[F:48])=[CH:19][CH:20]=[N:21]4)=[CH:16][C:15]=3[O:49][CH3:50])[CH2:5][O:4]2)[CH2:1]1. The yield is 0.180. (4) The reactants are C(N(CC)CC)C.[CH3:8][O:9][C:10]([C:12]1[C:21]([OH:22])=[C:20]2[C:15]([CH:16]=[CH:17][CH:18]=[N:19]2)=[C:14]([Br:23])[N:13]=1)=[O:11].[C:24]1([CH3:34])[CH:29]=[CH:28][C:27]([S:30](Cl)(=[O:32])=[O:31])=[CH:26][CH:25]=1. The catalyst is C(Cl)(Cl)Cl. The product is [CH3:8][O:9][C:10]([C:12]1[C:21]([O:22][S:30]([C:27]2[CH:28]=[CH:29][C:24]([CH3:34])=[CH:25][CH:26]=2)(=[O:32])=[O:31])=[C:20]2[C:15]([CH:16]=[CH:17][CH:18]=[N:19]2)=[C:14]([Br:23])[N:13]=1)=[O:11]. The yield is 0.970.